From a dataset of B-cell epitopes from PDB crystal structures with 447 antigens. Token-level Classification. Given an antigen amino acid sequence, predict which amino acid positions are active epitope sites capable of antibody binding. Output is a list of indices for active positions. (1) Given the antigen sequence: EVVLVNVTENFNMWKNDMVEQMHEDIISLWDQSLKPCVKLTPLCVGAGSCNTSVITQACPKVSFEPIPIHYCAPAGFAILKCNNKTFNGTGPCTNVSTVQCTHGIRPVVSTQLLLNGSLAEEEVVIRSVNFTDNAKTIIVQLNTSVEINCTGAGHCNIARAKWNNTLKQIASKLREQFGNNKTIIFKQSSGGDPEIVTHSFNCGGEFFYCNSTQLFNSTWFNGSDTITLPCRIKQIINMWQKVGKAMYAPPISGQIRCSSNITGLLLTRDGGNSNNESEIFRPGGGDMRDNWRSELYKYKVVKI, which amino acid positions are active epitope sites? The epitope positions are: [36, 37, 39, 53, 55, 56, 231, 233, 234, 235, 246, 249]. The amino acids at these positions are: CVLVTQRKQIMP. (2) Given the antigen sequence: CPFGEVFNATKFPSVYAWERKKISNCVADYSVLSTFFSTFKCYGVSATKLNDLCFSNVYADSFVVKGDDVRQIAPGQTGVIADYNYKLPDDFMGCVLAWNTRNIDATSTGNYNYKYRYLRHGKLRPFERDISNVPFSPDGKPCTPPALNCYWPLNDYGFYTTTGIGYQPYRVVVLSFE, which amino acid positions are active epitope sites? The epitope positions are: [34, 37, 67, 99, 101, 102, 160, 161, 162, 163, 164, 165, 166, 167, 169]. The amino acids at these positions are: TSDNRNTTTGIGYQY. (3) Given the antigen sequence: SIDILQEKEGHLDFVIIPHYTFLDYYKHLSYNSIYHKSSTYGKYIAVDAFIKKINEAYDKVKSKCNDIKNDLIATIKKLEHPYFKKMMDEYNTKKKKLIKCIKNHENDFNKICMDMKNYGTNLFEQLSCYNNNFCNTNGIRYHYDEYIHKLILSVKSKNLNKDLSDMTNILQQSELLLTNLNKKMGSYIYIDTIKFIHKEMKHIFNRIEYHTKIINDKTKIIQDKIKLNIWRTFQKDELLKRILDMSNEYSLFITSDHLRQMLYNTFYSKEKHLNNIFHHLIYVLQMK, which amino acid positions are active epitope sites? The epitope positions are: [33, 42, 45, 49, 52, 53, 56, 111, 114, 118, 121, 122, 124, 125, 127]. The amino acids at these positions are: IKAFKIAIDYNLEQS. (4) The epitope positions are: [17, 18, 19, 20, 37, 40, 41, 44, 55]. The amino acids at these positions are: VDGWKTQFI. Given the antigen sequence: GLFGAIAGFIEGGWQGMVDGWYGYHHSNDQGSGYAADKESTQKAFDGITNKVNSVIEKMNTQFEAVGKEFSNLERRLENLNKKMEDGFLDVWTYNAELLVLMENERTLDFHDSNVKNLYDKVRMQLRDNVKELGNGCFEFYHKCDDECMNSVKNGTYDYPKYEEESKLNRNE, which amino acid positions are active epitope sites? (5) Given the antigen sequence: KCRYALGMQDRTIPDSDISASSSWSDSTAARHSRLESSDGDGAWCPAGSVFPKEEEYLQVDLQRLHLVALVGTQGRHAGGLGKEFSRSYRLRYSRDGRRWMGWKDRWGQEVISGNEDPEGVVLKDLGPPMVARLVRFYPRADRVMSVCLRVELYGCLWRDGLLSYTAPVGQTMYLSEAVYLNDSTYDGHTVGGLQYGGLGQLADGVVGLDDFRKSQELRVWPGYDYVGWSNHSFSSGYVEMEFEFDRLRAFQAMQVHCNNMHTLGARLPGGVECRFRRGPAMAWEGEPMRHNLGGNLGDPRARAVSVPLGGRVARFLQCRFLFAGPWLLFSEISFISDAA, which amino acid positions are active epitope sites? The epitope positions are: [247, 249, 251, 252, 254, 277, 284, 290, 305, 306, 307, 309, 310, 311, 312, 335, 337, 339]. The amino acids at these positions are: LAQAQREHSVPGGRVIDA.